Task: Predict the reaction yield, written as a fraction of the theoretical maximum amount of product (1.0 means a 100% yield; for example, 0.34 means a 34% yield).. Dataset: Reaction yield outcomes from USPTO patents with 853,638 reactions The reactants are [CH3:1][O:2][C:3]1[C:4]2[N:5]([CH:9]=[C:10](C(O)=O)[N:11]=2)[CH:6]=[CH:7][CH:8]=1.CN([C:18]([O:22]N1N=NC2C=CC=CC1=2)=[N+](C)C)C.F[P-](F)(F)(F)(F)F.[NH:39]1[CH:43]=[CH:42][N:41]=[C:40]1[NH:44][C:45]([C:47]1[C:55]2[NH:54][C:53]([NH2:56])=[N:52][C:51]=2[CH:50]=[CH:49][CH:48]=1)=[O:46]. The catalyst is CN(C=O)C.CCN(C(C)C)C(C)C.[Cl-].[Na+].O. The product is [NH:41]1[CH:42]=[CH:43][N:39]=[C:40]1[NH:44][C:45]([C:47]1[C:55]2[N:54]=[C:53]([NH:56][C:18]([C:9]3[N:5]4[CH:6]=[CH:7][CH:8]=[C:3]([O:2][CH3:1])[C:4]4=[N:11][CH:10]=3)=[O:22])[NH:52][C:51]=2[CH:50]=[CH:49][CH:48]=1)=[O:46]. The yield is 0.400.